From a dataset of NCI-60 drug combinations with 297,098 pairs across 59 cell lines. Regression. Given two drug SMILES strings and cell line genomic features, predict the synergy score measuring deviation from expected non-interaction effect. (1) Drug 1: CS(=O)(=O)CCNCC1=CC=C(O1)C2=CC3=C(C=C2)N=CN=C3NC4=CC(=C(C=C4)OCC5=CC(=CC=C5)F)Cl. Drug 2: N.N.Cl[Pt+2]Cl. Cell line: OVCAR-8. Synergy scores: CSS=23.6, Synergy_ZIP=-10.9, Synergy_Bliss=1.26, Synergy_Loewe=-1.24, Synergy_HSA=2.66. (2) Drug 1: C1=CC(=CC=C1CCC2=CNC3=C2C(=O)NC(=N3)N)C(=O)NC(CCC(=O)O)C(=O)O. Drug 2: C(=O)(N)NO. Cell line: A498. Synergy scores: CSS=31.6, Synergy_ZIP=-0.00254, Synergy_Bliss=1.87, Synergy_Loewe=0.436, Synergy_HSA=3.67. (3) Drug 1: CCCCCOC(=O)NC1=NC(=O)N(C=C1F)C2C(C(C(O2)C)O)O. Drug 2: CC1=C(C(=CC=C1)Cl)NC(=O)C2=CN=C(S2)NC3=CC(=NC(=N3)C)N4CCN(CC4)CCO. Cell line: U251. Synergy scores: CSS=-1.06, Synergy_ZIP=3.15, Synergy_Bliss=4.31, Synergy_Loewe=-0.117, Synergy_HSA=-1.56. (4) Drug 1: C1=CC(=CC=C1CC(C(=O)O)N)N(CCCl)CCCl.Cl. Drug 2: CN(CC1=CN=C2C(=N1)C(=NC(=N2)N)N)C3=CC=C(C=C3)C(=O)NC(CCC(=O)O)C(=O)O. Cell line: NCI/ADR-RES. Synergy scores: CSS=8.97, Synergy_ZIP=-5.49, Synergy_Bliss=2.87, Synergy_Loewe=-3.20, Synergy_HSA=2.21. (5) Drug 1: CN(C(=O)NC(C=O)C(C(C(CO)O)O)O)N=O. Drug 2: C1CNP(=O)(OC1)N(CCCl)CCCl. Cell line: OVCAR-8. Synergy scores: CSS=1.63, Synergy_ZIP=0.448, Synergy_Bliss=1.65, Synergy_Loewe=0.948, Synergy_HSA=0.758. (6) Drug 1: C1=NC2=C(N=C(N=C2N1C3C(C(C(O3)CO)O)F)Cl)N. Drug 2: C1=NC(=NC(=O)N1C2C(C(C(O2)CO)O)O)N. Cell line: COLO 205. Synergy scores: CSS=48.6, Synergy_ZIP=-3.78, Synergy_Bliss=-2.17, Synergy_Loewe=-5.54, Synergy_HSA=-0.468. (7) Drug 1: CS(=O)(=O)CCNCC1=CC=C(O1)C2=CC3=C(C=C2)N=CN=C3NC4=CC(=C(C=C4)OCC5=CC(=CC=C5)F)Cl. Drug 2: C1=NC2=C(N1)C(=S)N=CN2. Cell line: HCT-15. Synergy scores: CSS=5.39, Synergy_ZIP=-10.2, Synergy_Bliss=-17.6, Synergy_Loewe=-34.5, Synergy_HSA=-18.6. (8) Drug 1: CN1C(=O)N2C=NC(=C2N=N1)C(=O)N. Drug 2: CC1C(C(CC(O1)OC2CC(CC3=C2C(=C4C(=C3O)C(=O)C5=CC=CC=C5C4=O)O)(C(=O)C)O)N)O. Cell line: CAKI-1. Synergy scores: CSS=40.3, Synergy_ZIP=-7.73, Synergy_Bliss=-8.70, Synergy_Loewe=-5.39, Synergy_HSA=-4.09.